The task is: Predict the product of the given reaction.. This data is from Forward reaction prediction with 1.9M reactions from USPTO patents (1976-2016). The product is: [Br:24][C:25]1[CH:26]=[N:27][C:28]([N:10]2[CH2:9][CH2:8][C:7]([C:1]3[CH:2]=[CH:3][CH:4]=[CH:5][CH:6]=3)([C:13]#[N:14])[CH2:12][CH2:11]2)=[N:29][CH:30]=1. Given the reactants [C:1]1([C:7]2([C:13]#[N:14])[CH2:12][CH2:11][NH:10][CH2:9][CH2:8]2)[CH:6]=[CH:5][CH:4]=[CH:3][CH:2]=1.CCN(C(C)C)C(C)C.[Br:24][C:25]1[CH:26]=[N:27][C:28](Cl)=[N:29][CH:30]=1.CCCCCC, predict the reaction product.